From a dataset of Forward reaction prediction with 1.9M reactions from USPTO patents (1976-2016). Predict the product of the given reaction. (1) Given the reactants [N:1]1([C:7]([OH:9])=[O:8])[CH2:6][CH2:5][NH:4][CH2:3][CH2:2]1.C(=O)([O-])[O-].[K+].[K+].[C:16]([N:19]1[C:27]2[C:22](=[CH:23][C:24]([C:28](=O)[CH2:29]Br)=[CH:25][CH:26]=2)[CH2:21][CH2:20]1)(=[O:18])[CH3:17], predict the reaction product. The product is: [C:16]([N:19]1[C:27]2[C:22](=[CH:23][C:24]([CH2:28][CH2:29][N:4]3[CH2:5][CH2:6][N:1]([C:7]([O:9][C:22]([CH3:27])([CH3:23])[CH3:21])=[O:8])[CH2:2][CH2:3]3)=[CH:25][CH:26]=2)[CH2:21][CH2:20]1)(=[O:18])[CH3:17]. (2) The product is: [Br:1][C:2]1[CH:3]=[C:4]2[C:8](=[CH:9][CH:10]=1)[NH:7][C:6](=[O:11])[C:5]2=[N:25][NH:24][C:22](=[O:23])[C:21]1[CH:26]=[CH:27][C:18]([C:17]2[NH:16][N:15]=[N:14][N:13]=2)=[CH:19][CH:20]=1. Given the reactants [Br:1][C:2]1[CH:3]=[C:4]2[C:8](=[CH:9][CH:10]=1)[NH:7][C:6](=[O:11])[C:5]2=O.[NH:13]1[C:17]([C:18]2[CH:27]=[CH:26][C:21]([C:22]([NH:24][NH2:25])=[O:23])=[CH:20][CH:19]=2)=[N:16][N:15]=[N:14]1, predict the reaction product. (3) Given the reactants [Br:1][C:2]1[C:7]([CH:8]=O)=[CH:6][CH:5]=[CH:4][N:3]=1.Cl.[NH2:11][OH:12].C([O-])(=O)C.[Na+], predict the reaction product. The product is: [Br:1][C:2]1[C:7]([CH:8]=[N:11][OH:12])=[CH:6][CH:5]=[CH:4][N:3]=1. (4) Given the reactants [C:1]([C:3]1[CH:27]=[CH:26][C:6]([O:7][C:8]2[CH:9]=[C:10]([CH:14]=[C:15]([O:17][C:18]3[CH:23]=[CH:22][C:21]([C:24]#[N:25])=[CH:20][CH:19]=3)[CH:16]=2)[C:11]([OH:13])=O)=[CH:5][CH:4]=1)#[N:2].[CH2:28]([NH:30][CH2:31][CH3:32])[CH3:29], predict the reaction product. The product is: [C:1]([C:3]1[CH:4]=[CH:5][C:6]([O:7][C:8]2[CH:9]=[C:10]([CH:14]=[C:15]([O:17][C:18]3[CH:19]=[CH:20][C:21]([C:24]#[N:25])=[CH:22][CH:23]=3)[CH:16]=2)[C:11]([N:30]([CH2:31][CH3:32])[CH2:28][CH3:29])=[O:13])=[CH:26][CH:27]=1)#[N:2]. (5) Given the reactants [C:1]([O:5][C:6]([N:8]1[CH2:13][CH2:12][N:11]([CH:14]2[CH2:19][CH2:18][CH:17]([N:20]3[C:24]4=[N:25][CH:26]=[N:27][C:28]([NH2:29])=[C:23]4[C:22](I)=[N:21]3)[CH2:16][CH2:15]2)[CH2:10][CH2:9]1)=[O:7])([CH3:4])([CH3:3])[CH3:2].[CH3:31][O:32][C:33]1[CH:38]=[C:37](B2OC(C)(C)C(C)(C)O2)[CH:36]=[CH:35][C:34]=1[NH:48][C:49]([C:51]1[N:52]([CH3:60])[C:53]2[C:58]([CH:59]=1)=[CH:57][CH:56]=[CH:55][CH:54]=2)=[O:50].C(=O)([O-])[O-].[Na+].[Na+], predict the reaction product. The product is: [NH2:29][C:28]1[N:27]=[CH:26][N:25]=[C:24]2[N:20]([CH:17]3[CH2:18][CH2:19][CH:14]([N:11]4[CH2:12][CH2:13][N:8]([C:6]([O:5][C:1]([CH3:4])([CH3:3])[CH3:2])=[O:7])[CH2:9][CH2:10]4)[CH2:15][CH2:16]3)[N:21]=[C:22]([C:37]3[CH:36]=[CH:35][C:34]([NH:48][C:49]([C:51]4[N:52]([CH3:60])[C:53]5[C:58]([CH:59]=4)=[CH:57][CH:56]=[CH:55][CH:54]=5)=[O:50])=[C:33]([O:32][CH3:31])[CH:38]=3)[C:23]=12. (6) Given the reactants FC(F)(F)S(O[C:7]1[CH:12]=[C:11]([CH2:13][O:14][Si](C(C)(C)C)(C)C)[CH:10]=[C:9]([O:22][CH2:23][CH3:24])[C:8]=1[C:25]1[CH:30]=[CH:29][C:28]([F:31])=[CH:27][CH:26]=1)(=O)=O.[CH3:34][N:35](C=O)C.O, predict the reaction product. The product is: [CH2:23]([O:22][C:9]1[CH:10]=[C:11]([CH2:13][OH:14])[CH:12]=[C:7]([C:34]#[N:35])[C:8]=1[C:25]1[CH:26]=[CH:27][C:28]([F:31])=[CH:29][CH:30]=1)[CH3:24]. (7) The product is: [N:1]([C:2]1[CH:3]=[CH:4][C:5]([NH:8][S:9]([C:12]2[CH:17]=[CH:16][C:15]([CH3:18])=[CH:14][CH:13]=2)(=[O:11])=[O:10])=[CH:6][CH:7]=1)=[N+:23]=[N-:24]. Given the reactants [NH2:1][C:2]1[CH:7]=[CH:6][C:5]([NH:8][S:9]([C:12]2[CH:17]=[CH:16][C:15]([CH3:18])=[CH:14][CH:13]=2)(=[O:11])=[O:10])=[CH:4][CH:3]=1.[Si]([N:23]=[N+:24]=[N-])(C)(C)C, predict the reaction product. (8) The product is: [CH3:24][C:19]1([CH3:25])[C:20]([CH3:23])([CH3:22])[O:21][B:17]([C:2]2[CH:10]=[C:9]3[C:5]([CH2:6][CH2:7][C:8]3=[O:11])=[CH:4][CH:3]=2)[O:18]1. Given the reactants Br[C:2]1[CH:10]=[C:9]2[C:5]([CH2:6][CH2:7][C:8]2=[O:11])=[CH:4][CH:3]=1.C([O-])(=O)C.[K+].[B:17]1([B:17]2[O:21][C:20]([CH3:23])([CH3:22])[C:19]([CH3:25])([CH3:24])[O:18]2)[O:21][C:20]([CH3:23])([CH3:22])[C:19]([CH3:25])([CH3:24])[O:18]1.O, predict the reaction product. (9) Given the reactants [F:1][C:2]([F:13])([F:12])[O:3][C:4]1[CH:11]=[CH:10][C:7]([CH:8]=O)=[CH:6][CH:5]=1.[NH2:14][C:15]1[N:16]=[N:17][C:18]([CH3:21])=[CH:19][CH:20]=1.C([O:24][C:25](=O)[C:26]([OH:42])=[CH:27][C:28]([C:30]1[CH:35]=[CH:34][C:33]([CH:36]2[CH2:41][CH2:40][CH2:39][CH2:38][CH2:37]2)=[CH:32][CH:31]=1)=[O:29])C, predict the reaction product. The product is: [CH:36]1([C:33]2[CH:32]=[CH:31][C:30]([C:28]([C:27]3[CH:8]([C:7]4[CH:10]=[CH:11][C:4]([O:3][C:2]([F:13])([F:12])[F:1])=[CH:5][CH:6]=4)[N:14]([C:15]4[N:16]=[N:17][C:18]([CH3:21])=[CH:19][CH:20]=4)[C:25](=[O:24])[C:26]=3[OH:42])=[O:29])=[CH:35][CH:34]=2)[CH2:37][CH2:38][CH2:39][CH2:40][CH2:41]1. (10) Given the reactants [C:1]([N-:8][C:9]([O:11][C:12]([CH3:15])([CH3:14])[CH3:13])=[O:10])([O:3][C:4]([CH3:7])([CH3:6])[CH3:5])=[O:2].[K+].CS(O[CH2:22][C:23]1[C:24]([C:39]([F:42])([F:41])[F:40])=[N:25][CH:26]=[C:27]([C:29]2[CH:30]=[N:31][C:32]([C:35]([F:38])([F:37])[F:36])=[N:33][CH:34]=2)[CH:28]=1)(=O)=O.[I-].[Na+], predict the reaction product. The product is: [C:12]([O:11][C:9]([N:8]([CH2:22][C:23]1[C:24]([C:39]([F:42])([F:40])[F:41])=[N:25][CH:26]=[C:27]([C:29]2[CH:34]=[N:33][C:32]([C:35]([F:36])([F:37])[F:38])=[N:31][CH:30]=2)[CH:28]=1)[C:1](=[O:2])[O:3][C:4]([CH3:6])([CH3:7])[CH3:5])=[O:10])([CH3:15])([CH3:14])[CH3:13].